Dataset: CYP2D6 inhibition data for predicting drug metabolism from PubChem BioAssay. Task: Regression/Classification. Given a drug SMILES string, predict its absorption, distribution, metabolism, or excretion properties. Task type varies by dataset: regression for continuous measurements (e.g., permeability, clearance, half-life) or binary classification for categorical outcomes (e.g., BBB penetration, CYP inhibition). Dataset: cyp2d6_veith. (1) The drug is Cc1cc(NC(=O)CSc2nc3ccccc3c(=O)n2CCCC(=O)NCc2ccco2)n[nH]1. The result is 1 (inhibitor). (2) The molecule is COc1ccc(CCNC(=O)C2CCCN(Cc3nc(-c4cccc(Cl)c4)oc3C)C2)cc1OC. The result is 1 (inhibitor). (3) The drug is CCCSc1nnc2n(N)c(=O)c3ccccc3n12. The result is 0 (non-inhibitor). (4) The drug is NC[C@@H]1O[C@H](O[C@@H]2[C@H](CO)O[C@H](O[C@@H]3[C@H](O[C@@H]4O[C@H](CO)[C@@H](O)[C@H](O)[C@@H]4N)[C@@H](N)C[C@@H](N)[C@H]3O)[C@H]2O)[C@@H](N)[C@H](O)[C@@H]1O. The result is 0 (non-inhibitor). (5) The drug is Cc1cn2c(-c3ccncc3)nnc2s1. The result is 0 (non-inhibitor). (6) The molecule is Cc1ccc(C)c2sc(NC(=O)c3ccc(N4CCCCC4)c([N+](=O)[O-])c3)nc12. The result is 0 (non-inhibitor).